From a dataset of Reaction yield outcomes from USPTO patents with 853,638 reactions. Predict the reaction yield, written as a fraction of the theoretical maximum amount of product (1.0 means a 100% yield; for example, 0.34 means a 34% yield). (1) The reactants are [NH2:1][CH2:2][CH2:3][O:4][C@@H:5]([C:19]1[CH:24]=[C:23]([F:25])[CH:22]=[C:21]([Cl:26])[CH:20]=1)[C@@H:6]1[CH2:11][CH2:10][CH2:9][N:8]([C:12]([O:14][C:15]([CH3:18])([CH3:17])[CH3:16])=[O:13])[CH2:7]1.Cl[C:28]([O:30][CH2:31][CH3:32])=[O:29].O. The catalyst is C(Cl)Cl.CCN(CC)CC. The product is [Cl:26][C:21]1[CH:20]=[C:19]([C@H:5]([O:4][CH2:3][CH2:2][NH:1][C:28]([O:30][CH2:31][CH3:32])=[O:29])[C@@H:6]2[CH2:11][CH2:10][CH2:9][N:8]([C:12]([O:14][C:15]([CH3:18])([CH3:17])[CH3:16])=[O:13])[CH2:7]2)[CH:24]=[C:23]([F:25])[CH:22]=1. The yield is 1.00. (2) The reactants are [CH3:1][O:2][C:3](=[O:31])[CH:4]([C:6]1[CH:11]=[CH:10][C:9]([CH:12]=[CH:13][C:14](=[O:30])[NH:15][C:16]2[CH:21]=[CH:20][CH:19]=[CH:18][C:17]=2[NH:22][C:23]([O:25][C:26]([CH3:29])([CH3:28])[CH3:27])=[O:24])=[CH:8][CH:7]=1)[OH:5].C(N(CC)CC)C.[CH3:39][S:40](Cl)(=[O:42])=[O:41]. The catalyst is C(Cl)Cl. The product is [CH3:1][O:2][C:3](=[O:31])[CH:4]([C:6]1[CH:11]=[CH:10][C:9](/[CH:12]=[CH:13]/[C:14](=[O:30])[NH:15][C:16]2[CH:21]=[CH:20][CH:19]=[CH:18][C:17]=2[NH:22][C:23]([O:25][C:26]([CH3:28])([CH3:27])[CH3:29])=[O:24])=[CH:8][CH:7]=1)[O:5][S:40]([CH3:39])(=[O:42])=[O:41]. The yield is 1.00.